The task is: Predict the reactants needed to synthesize the given product.. This data is from Full USPTO retrosynthesis dataset with 1.9M reactions from patents (1976-2016). (1) Given the product [C:1]1([CH:7]([O:13][C:14]2[CH:15]=[CH:16][C:17]([C:20]([F:21])([F:22])[F:23])=[CH:18][CH:19]=2)[CH2:8][CH2:9][CH2:10][CH2:11][N:12]2[CH2:37][CH2:36][CH2:35][CH2:34]2)[CH:6]=[CH:5][CH:4]=[CH:3][CH:2]=1, predict the reactants needed to synthesize it. The reactants are: [C:1]1([CH:7]([O:13][C:14]2[CH:19]=[CH:18][C:17]([C:20]([F:23])([F:22])[F:21])=[CH:16][CH:15]=2)[CH2:8][CH2:9][CH2:10][CH2:11][NH2:12])[CH:6]=[CH:5][CH:4]=[CH:3][CH:2]=1.C(N(C(C)C)CC)(C)C.Br[CH2:34][CH2:35][CH2:36][CH2:37]Br. (2) Given the product [F:48][CH:21]([C:13]1[N:14]=[C:15]([CH2:16][C:17]([CH3:20])([CH3:19])[CH3:18])[C:10]([C:3]2[CH:4]=[C:5]([O:8][CH3:9])[CH:6]=[CH:7][C:2]=2[F:1])=[CH:11][CH:12]=1)[CH2:22][C:23]1[CH:28]=[CH:27][CH:26]=[C:25]([CH2:29][O:30][CH:31]2[CH2:36][CH2:35][CH2:34][CH2:33][O:32]2)[CH:24]=1, predict the reactants needed to synthesize it. The reactants are: [F:1][C:2]1[CH:7]=[CH:6][C:5]([O:8][CH3:9])=[CH:4][C:3]=1[C:10]1[CH:11]=[CH:12][C:13]([CH:21](O)[CH2:22][C:23]2[CH:28]=[CH:27][CH:26]=[C:25]([CH2:29][O:30][CH:31]3[CH2:36][CH2:35][CH2:34][CH2:33][O:32]3)[CH:24]=2)=[N:14][C:15]=1[CH2:16][C:17]([CH3:20])([CH3:19])[CH3:18].COCCN(S(F)(F)[F:48])CCOC.C(=O)([O-])O.[Na+]. (3) Given the product [CH:35]1([C:38]#[C:39][CH2:40][NH:41][C:20](=[O:22])[C:19]2[CH:23]=[CH:24][CH:25]=[CH:26][C:18]=2[NH:17][C:13]2[CH:12]=[C:11]3[C:16]([C:8]([CH:7]=[N:6][N:1]4[CH:2]=[CH:3][CH:4]=[CH:5]4)=[N:9][N:10]3[CH2:27][O:28][CH2:29][CH2:30][Si:31]([CH3:33])([CH3:34])[CH3:32])=[CH:15][CH:14]=2)[CH2:37][CH2:36]1, predict the reactants needed to synthesize it. The reactants are: [N:1]1([N:6]=[CH:7][C:8]2[C:16]3[C:11](=[CH:12][C:13]([NH:17][C:18]4[CH:26]=[CH:25][CH:24]=[CH:23][C:19]=4[C:20]([OH:22])=O)=[CH:14][CH:15]=3)[N:10]([CH2:27][O:28][CH2:29][CH2:30][Si:31]([CH3:34])([CH3:33])[CH3:32])[N:9]=2)[CH:5]=[CH:4][CH:3]=[CH:2]1.[CH:35]1([C:38]#[C:39][CH2:40][NH2:41])[CH2:37][CH2:36]1. (4) Given the product [CH3:1][O:2][C:3]1[N:4]=[CH:5][C:6]([CH2:9][OH:10])=[N:7][CH:8]=1, predict the reactants needed to synthesize it. The reactants are: [CH3:1][O:2][C:3]1[N:4]=[CH:5][C:6]([C:9](OC)=[O:10])=[N:7][CH:8]=1.[BH4-].[Na+].CO. (5) Given the product [CH3:28][O:27][CH2:26][C@@H:24]1[CH2:23][N:22]([C:29]([O:31][C:32]([CH3:33])([CH3:35])[CH3:34])=[O:30])[C@H:21]([C:19]2[NH:18][C:17]3[C:36]4[C:13]([CH2:14][CH2:15][C:16]=3[N:20]=2)=[CH:12][C:11]2[C:5]3[C:6]([CH2:8][O:9][C:10]=2[CH:37]=4)=[CH:7][C:2]([B:38]2[O:42][C:41]([CH3:44])([CH3:43])[C:40]([CH3:46])([CH3:45])[O:39]2)=[CH:3][CH:4]=3)[CH2:25]1, predict the reactants needed to synthesize it. The reactants are: Cl[C:2]1[CH:7]=[C:6]2[CH2:8][O:9][C:10]3[CH:37]=[C:36]4[C:13]([CH2:14][CH2:15][C:16]5[N:20]=[C:19]([C@@H:21]6[CH2:25][C@H:24]([CH2:26][O:27][CH3:28])[CH2:23][N:22]6[C:29]([O:31][C:32]([CH3:35])([CH3:34])[CH3:33])=[O:30])[NH:18][C:17]=54)=[CH:12][C:11]=3[C:5]2=[CH:4][CH:3]=1.[B:38]1([B:38]2[O:42][C:41]([CH3:44])([CH3:43])[C:40]([CH3:46])([CH3:45])[O:39]2)[O:42][C:41]([CH3:44])([CH3:43])[C:40]([CH3:46])([CH3:45])[O:39]1.C([O-])(=O)C.[K+].C1(P(C2CCCCC2)C2C=CC=CC=2C2C(C(C)C)=CC(C(C)C)=CC=2C(C)C)CCCCC1. (6) Given the product [Br:1][C:2]1[CH:7]=[CH:6][C:5]([C@H:8]2[C@H:13]([NH2:20])[CH2:12][CH2:11][CH2:10][O:9]2)=[CH:4][CH:3]=1, predict the reactants needed to synthesize it. The reactants are: [Br:1][C:2]1[CH:7]=[CH:6][C:5]([C@H:8]2[C@H:13](C(O)=O)[CH2:12][CH2:11][CH2:10][O:9]2)=[CH:4][CH:3]=1.C([N:20](C(C)C)CC)(C)C.C1(P(N=[N+]=[N-])(C2C=CC=CC=2)=O)C=CC=CC=1.[OH-].[Na+].